Dataset: Full USPTO retrosynthesis dataset with 1.9M reactions from patents (1976-2016). Task: Predict the reactants needed to synthesize the given product. (1) Given the product [CH3:1][O:2][C:3]1[CH:8]=[CH:7][C:6]([C:9]2[CH:10]=[N:11][CH:12]=[C:13]3[C:18]=2[N:17]=[C:16]([C:19]([NH:59][CH2:58][CH2:57][C:56]([F:61])([F:60])[F:55])=[O:20])[CH:15]=[CH:14]3)=[CH:5][CH:4]=1, predict the reactants needed to synthesize it. The reactants are: [CH3:1][O:2][C:3]1[CH:8]=[CH:7][C:6]([C:9]2[CH:10]=[N:11][CH:12]=[C:13]3[C:18]=2[N:17]=[C:16]([C:19](O)=[O:20])[CH:15]=[CH:14]3)=[CH:5][CH:4]=1.C(N(CC)C(C)C)(C)C.F[P-](F)(F)(F)(F)F.N1(OC(N(C)C)=[N+](C)C)C2N=CC=CC=2N=N1.[F:55][C:56]([F:61])([F:60])[CH2:57][CH2:58][NH2:59]. (2) Given the product [CH3:18][O:19][C:20]1[CH:21]=[CH:22][C:23]([O:26][CH:6]2[CH2:5][CH2:4][CH2:3][CH2:2][O:1]2)=[CH:24][N:25]=1, predict the reactants needed to synthesize it. The reactants are: [O:1]1[CH:6]=[CH:5][CH2:4][CH2:3][CH2:2]1.C1(C)C=CC(S(O)(=O)=O)=CC=1.[CH3:18][O:19][C:20]1[N:25]=[CH:24][C:23]([OH:26])=[CH:22][CH:21]=1.O.ClCCl. (3) Given the product [Cl:22][C:17]1[CH:16]=[C:15]([NH:14][C:5]2[C:4]3[C:9](=[CH:10][CH:11]=[C:2]([NH:1][CH2:31][CH:24]4[CH2:25][CH2:26][CH2:27][O:23]4)[CH:3]=3)[N:8]=[CH:7][C:6]=2[C:12]#[N:13])[CH:20]=[CH:19][C:18]=1[F:21], predict the reactants needed to synthesize it. The reactants are: [NH2:1][C:2]1[CH:3]=[C:4]2[C:9](=[CH:10][CH:11]=1)[N:8]=[CH:7][C:6]([C:12]#[N:13])=[C:5]2[NH:14][C:15]1[CH:20]=[CH:19][C:18]([F:21])=[C:17]([Cl:22])[CH:16]=1.[O:23]1[CH2:27][CH2:26][CH:25](C=O)[CH2:24]1.[BH3-][C:31]#N.[Na+]. (4) Given the product [OH:66][C@@H:49]([C@@H:50]([OH:65])[CH2:51][CH2:52][CH2:53][CH2:54][CH2:55][CH2:56][CH2:57][CH2:58][CH2:59][CH2:60][CH2:61][CH2:62][CH2:63][CH3:64])[C@H:36]([NH:35][C:7](=[O:34])[CH2:8][CH2:9][CH2:10][CH2:11][CH2:12][CH2:13][CH2:14][CH2:15][CH2:16][CH2:17][CH2:18][CH2:19][CH2:20][CH2:21][CH2:22][CH2:23][CH2:24][CH2:25][CH2:26][CH2:27][CH2:28][CH2:29][CH2:30][CH2:31][CH3:32])[CH2:37][O:38][C@H:39]1[CH2:45][CH2:44][CH2:43][C@H:42]([OH:46])[C@H:41]([OH:47])[C@H:40]1[OH:48], predict the reactants needed to synthesize it. The reactants are: C(Cl)(C(Cl)=O)=O.[C:7]([OH:34])(=O)[CH2:8][CH2:9][CH2:10][CH2:11][CH2:12][CH2:13][CH2:14][CH2:15][CH2:16][CH2:17][CH2:18][CH2:19][CH2:20][CH2:21][CH2:22][CH2:23][CH2:24][CH2:25][CH2:26][CH2:27][CH2:28][CH2:29][CH2:30][CH2:31][CH3:32].[NH2:35][C@@H:36]([C@@H:49]([OH:66])[C@@H:50]([OH:65])[CH2:51][CH2:52][CH2:53][CH2:54][CH2:55][CH2:56][CH2:57][CH2:58][CH2:59][CH2:60][CH2:61][CH2:62][CH2:63][CH3:64])[CH2:37][O:38][C@@H:39]1[CH2:45][CH2:44][CH2:43][C@H:42]([OH:46])[C@H:41]([OH:47])[C@H:40]1[OH:48]. (5) Given the product [OH:27][C@@H:24]1[CH2:25][CH2:26][N:22]([C:3]2[C:2]([C:30]3[CH:29]=[N:28][CH:33]=[CH:32][CH:31]=3)=[CH:21][C:6]([C:7]([NH:9][C:10]3[CH:15]=[CH:14][C:13]([O:16][C:17]([F:20])([F:19])[F:18])=[CH:12][CH:11]=3)=[O:8])=[CH:5][N:4]=2)[CH2:23]1, predict the reactants needed to synthesize it. The reactants are: Br[C:2]1[C:3]([N:22]2[CH2:26][CH2:25][C@@H:24]([OH:27])[CH2:23]2)=[N:4][CH:5]=[C:6]([CH:21]=1)[C:7]([NH:9][C:10]1[CH:15]=[CH:14][C:13]([O:16][C:17]([F:20])([F:19])[F:18])=[CH:12][CH:11]=1)=[O:8].[N:28]1[CH:33]=[CH:32][CH:31]=[C:30](B(O)O)[CH:29]=1. (6) Given the product [ClH:16].[CH3:14][Si:11]1([CH3:15])[CH2:12][CH2:13][NH:8][CH2:9][CH2:10]1, predict the reactants needed to synthesize it. The reactants are: C([N:8]1[CH2:13][CH2:12][Si:11]([CH3:15])([CH3:14])[CH2:10][CH2:9]1)C1C=CC=CC=1.[ClH:16].